This data is from Forward reaction prediction with 1.9M reactions from USPTO patents (1976-2016). The task is: Predict the product of the given reaction. (1) Given the reactants [N:1]1([CH:7]=[O:8])[CH2:6][CH2:5][NH:4][CH2:3][CH2:2]1.Br[CH2:10][CH2:11][CH2:12][OH:13].C(=O)([O-])[O-].[K+].[K+], predict the reaction product. The product is: [OH:13][CH2:12][CH2:11][CH2:10][N:4]1[CH2:5][CH2:6][N:1]([CH:7]=[O:8])[CH2:2][CH2:3]1. (2) Given the reactants Cl[C:2]1[C:3]2[CH:12]=[CH:11][NH:10][C:4]=2[N:5]=[C:6]([O:8][CH3:9])[N:7]=1.[CH:13]1([C@H:18]([N:22]2[CH:26]=[C:25](B3OC(C)(C)C(C)(C)O3)[CH:24]=[N:23]2)[CH2:19][C:20]#[N:21])[CH2:17][CH2:16][CH2:15][CH2:14]1.C(=O)([O-])[O-].[K+].[K+], predict the reaction product. The product is: [CH:13]1([C@H:18]([N:22]2[CH:26]=[C:25]([C:2]3[C:3]4[CH:12]=[CH:11][NH:10][C:4]=4[N:5]=[C:6]([O:8][CH3:9])[N:7]=3)[CH:24]=[N:23]2)[CH2:19][C:20]#[N:21])[CH2:17][CH2:16][CH2:15][CH2:14]1.